This data is from Reaction yield outcomes from USPTO patents with 853,638 reactions. The task is: Predict the reaction yield, written as a fraction of the theoretical maximum amount of product (1.0 means a 100% yield; for example, 0.34 means a 34% yield). (1) The yield is 0.910. The catalyst is O1CCCC1. The reactants are [CH:1]([O:4][C:5]1[CH:10]=[C:9]([CH2:11][C:12]2[CH:17]=[CH:16][CH:15]=[CH:14][N:13]=2)[CH:8]=[CH:7][C:6]=1[OH:18])([CH3:3])[CH3:2].[H-].[Na+].C1C=CC(N([S:28]([C:31]([F:34])([F:33])[F:32])(=[O:30])=[O:29])[S:28]([C:31]([F:34])([F:33])[F:32])(=[O:30])=[O:29])=CC=1.[Cl-].[NH4+]. The product is [F:32][C:31]([F:34])([F:33])[S:28]([O:18][C:6]1[CH:7]=[CH:8][C:9]([CH2:11][C:12]2[CH:17]=[CH:16][CH:15]=[CH:14][N:13]=2)=[CH:10][C:5]=1[O:4][CH:1]([CH3:3])[CH3:2])(=[O:30])=[O:29]. (2) The reactants are Cl.[Cl:2][C:3]1[CH:8]=[CH:7][C:6]([N:9]2[CH2:14][CH2:13][CH2:12][C@@H:11]([C:15](O)=[O:16])[CH2:10]2)=[CH:5][C:4]=1[C:18]1[NH:22][C:21]2[CH:23]=[CH:24][C:25]([CH3:27])=[CH:26][C:20]=2[N:19]=1.CN(C(ON1N=NC2C=CC=NC1=2)=[N+](C)C)C.F[P-](F)(F)(F)(F)F.[N:52]1([CH2:58][CH2:59][NH2:60])[CH2:57][CH2:56][O:55][CH2:54][CH2:53]1.C([O-])(O)=O.[Na+]. The catalyst is ClCCl. The product is [N:52]1([CH2:58][CH2:59][NH:60][C:15]([C@@H:11]2[CH2:12][CH2:13][CH2:14][N:9]([C:6]3[CH:7]=[CH:8][C:3]([Cl:2])=[C:4]([C:18]4[NH:22][C:21]5[CH:23]=[CH:24][C:25]([CH3:27])=[CH:26][C:20]=5[N:19]=4)[CH:5]=3)[CH2:10]2)=[O:16])[CH2:57][CH2:56][O:55][CH2:54][CH2:53]1. The yield is 0.420. (3) The reactants are I[CH2:2][C@@H:3]([CH3:17])[CH2:4][N:5]1[C:10]2[CH:11]=[C:12]([CH3:15])[CH:13]=[CH:14][C:9]=2[O:8][CH2:7][C:6]1=[O:16].[CH2:18]([CH:23]1[CH2:29][CH:28]2[NH:30][CH:25]([CH2:26][CH2:27]2)[CH2:24]1)[CH2:19][CH2:20][CH2:21][CH3:22]. The catalyst is CCN(CC)CC. The product is [CH2:18]([CH:23]1[CH2:24][CH:25]2[N:30]([CH2:2][C@@H:3]([CH3:17])[CH2:4][N:5]3[C:10]4[CH:11]=[C:12]([CH3:15])[CH:13]=[CH:14][C:9]=4[O:8][CH2:7][C:6]3=[O:16])[CH:28]([CH2:27][CH2:26]2)[CH2:29]1)[CH2:19][CH2:20][CH2:21][CH3:22]. The yield is 0.680. (4) The reactants are [O:1]([C:3]1[CH:8]=[CH:7][C:6]([C:9]2[N:18]=[C:17]([C:19](O)=[O:20])[C:16]3[C:11](=[CH:12][CH:13]=[CH:14][CH:15]=3)[N:10]=2)=[CH:5][CH:4]=1)[CH3:2].Cl.[OH:23][C:24]1[C:33]([CH3:34])=[CH:32][CH:31]=[C:30]2[C:25]=1[CH2:26][CH2:27][NH:28][CH2:29]2. No catalyst specified. The product is [O:1]([C:3]1[CH:8]=[CH:7][C:6]([C:9]2[N:18]=[C:17]([C:19]([N:28]3[CH2:27][CH2:26][C:25]4[C:30](=[CH:31][CH:32]=[C:33]([CH3:34])[C:24]=4[OH:23])[CH2:29]3)=[O:20])[C:16]3[C:11](=[CH:12][CH:13]=[CH:14][CH:15]=3)[N:10]=2)=[CH:5][CH:4]=1)[CH3:2]. The yield is 0.220. (5) The reactants are [CH3:1][C:2]1[C:16](=[O:17])[N:15]=[C:14]2[N:4]([C@@H:5]3[O:9][C@H:8]([CH2:10][OH:11])[C@@H:7]([OH:12])[C@@H:6]3[O:13]2)[CH:3]=1.[CH3:18][O:19][CH2:20][CH2:21][O:22]B([O:22][CH2:21][CH2:20][O:19][CH3:18])[O:22][CH2:21][CH2:20][O:19][CH3:18]. The catalyst is COCCO. The product is [CH3:18][O:19][CH2:20][CH2:21][O:22][C@@H:6]1[C@H:7]([OH:12])[C@@H:8]([CH2:10][OH:11])[O:9][C@H:5]1[N:4]1[CH:3]=[C:2]([CH3:1])[C:16](=[O:17])[NH:15][C:14]1=[O:13]. The yield is 0.630. (6) The reactants are [C:1]([O:5][C:6]([NH:8][C@H:9]1[C@@:14]([OH:16])([CH3:15])[C@@H:13]([CH3:17])[O:12][C@@H:11]([C:18]2[CH:23]=[CH:22][N:21]=[CH:20][C:19]=2[NH:24][C:25]([C:27]2[N:32]=[C:31]([C:33]3[C:41]([F:42])=[CH:40][C:36]([C:37](O)=[O:38])=[CH:35][C:34]=3[F:43])[C:30]([F:44])=[CH:29][CH:28]=2)=[O:26])[CH2:10]1)=[O:7])([CH3:4])([CH3:3])[CH3:2].Cl.CN.[CH2:48]([N:50](C(C)C)C(C)C)C.N1C2C(=NC=CC=2)N(O)N=1.Cl.C(N=C=NCCCN(C)C)C. The catalyst is CN(C=O)C. The product is [F:43][C:34]1[CH:35]=[C:36]([C:37](=[O:38])[NH:50][CH3:48])[CH:40]=[C:41]([F:42])[C:33]=1[C:31]1[N:32]=[C:27]([C:25]([NH:24][C:19]2[CH:20]=[N:21][CH:22]=[CH:23][C:18]=2[C@@H:11]2[O:12][C@H:13]([CH3:17])[C@:14]([OH:16])([CH3:15])[C@H:9]([NH:8][C:6](=[O:7])[O:5][C:1]([CH3:3])([CH3:2])[CH3:4])[CH2:10]2)=[O:26])[CH:28]=[CH:29][C:30]=1[F:44]. The yield is 1.00.